From a dataset of Peptide-MHC class I binding affinity with 185,985 pairs from IEDB/IMGT. Regression. Given a peptide amino acid sequence and an MHC pseudo amino acid sequence, predict their binding affinity value. This is MHC class I binding data. (1) The peptide sequence is YTVKLPNL. The MHC is H-2-Kb with pseudo-sequence H-2-Kb. The binding affinity (normalized) is 0.577. (2) The peptide sequence is WTVNDIQKL. The MHC is HLA-B18:01 with pseudo-sequence HLA-B18:01. The binding affinity (normalized) is 0. (3) The peptide sequence is LTDAFHGYH. The MHC is HLA-B35:01 with pseudo-sequence HLA-B35:01. The binding affinity (normalized) is 0.0847. (4) The peptide sequence is RSLREWLLR. The MHC is HLA-A03:01 with pseudo-sequence HLA-A03:01. The binding affinity (normalized) is 0.330. (5) The peptide sequence is ISEDMHTDK. The MHC is HLA-A30:01 with pseudo-sequence HLA-A30:01. The binding affinity (normalized) is 0.349. (6) The peptide sequence is PPSLPSPSRL. The binding affinity (normalized) is 0. The MHC is HLA-B51:01 with pseudo-sequence HLA-B51:01. (7) The MHC is HLA-A02:02 with pseudo-sequence HLA-A02:02. The binding affinity (normalized) is 0.737. The peptide sequence is LTFGWCFKL. (8) The peptide sequence is IRLRPGGKK. The MHC is HLA-A33:01 with pseudo-sequence HLA-A33:01. The binding affinity (normalized) is 0.